This data is from TCR-epitope binding with 47,182 pairs between 192 epitopes and 23,139 TCRs. The task is: Binary Classification. Given a T-cell receptor sequence (or CDR3 region) and an epitope sequence, predict whether binding occurs between them. (1) The epitope is RLFRKSNLK. The TCR CDR3 sequence is CASSQEGQARGYTF. Result: 0 (the TCR does not bind to the epitope). (2) The TCR CDR3 sequence is CASSNRQDQETQYF. The epitope is RLYYDSMSY. Result: 0 (the TCR does not bind to the epitope). (3) Result: 1 (the TCR binds to the epitope). The TCR CDR3 sequence is CASSPGLGAHEQYF. The epitope is LEPLVDLPI. (4) The epitope is GTSGSPIVNR. The TCR CDR3 sequence is CASSLVLGSASRDNEQFF. Result: 0 (the TCR does not bind to the epitope). (5) The epitope is LPAADLDDF. The TCR CDR3 sequence is CASSLLGADQPQHF. Result: 0 (the TCR does not bind to the epitope). (6) The epitope is FLPRVFSAV. The TCR CDR3 sequence is CASSQATGTSGELFF. Result: 1 (the TCR binds to the epitope). (7) Result: 1 (the TCR binds to the epitope). The TCR CDR3 sequence is CASSLDSGTNYGYTF. The epitope is FTISVTTEIL. (8) The TCR CDR3 sequence is CASSYSFVETQYF. The epitope is TSDLATNNLVVMAY. Result: 0 (the TCR does not bind to the epitope). (9) The epitope is KLPDDFTGCV. The TCR CDR3 sequence is CASSSLSPRKDREYSNQPQHF. Result: 1 (the TCR binds to the epitope). (10) The epitope is IPRRNVATL. The TCR CDR3 sequence is CSVIGNTEAFF. Result: 0 (the TCR does not bind to the epitope).